From a dataset of Forward reaction prediction with 1.9M reactions from USPTO patents (1976-2016). Predict the product of the given reaction. (1) Given the reactants [CH3:1][C:2]1([C:7]2[S:11][C:10]([CH2:12][N:13]3[CH:17]=[CH:16][C:15]([NH2:18])=[N:14]3)=[CH:9][CH:8]=2)[O:6]CCO1.[C:19]1([C:25]2[O:29][CH:28]=[N:27][C:26]=2[C:30](O)=[O:31])[CH:24]=[CH:23][CH:22]=[CH:21][CH:20]=1, predict the reaction product. The product is: [C:2]([C:7]1[S:11][C:10]([CH2:12][N:13]2[CH:17]=[CH:16][C:15]([NH:18][C:30]([C:26]3[N:27]=[CH:28][O:29][C:25]=3[C:19]3[CH:20]=[CH:21][CH:22]=[CH:23][CH:24]=3)=[O:31])=[N:14]2)=[CH:9][CH:8]=1)(=[O:6])[CH3:1]. (2) Given the reactants C[O:2][C:3]1[C:8]([CH3:9])=[N:7][N:6]([CH3:10])[C:5](=[O:11])[C:4]=1[N:12]1[C:16]([CH3:17])=[CH:15][C:14]([C:18]2[CH:23]=[CH:22][C:21]([C:24]([F:27])([F:26])[F:25])=[CH:20][CH:19]=2)=[N:13]1.[OH-].[Na+], predict the reaction product. The product is: [OH:2][C:3]1[C:8]([CH3:9])=[N:7][N:6]([CH3:10])[C:5](=[O:11])[C:4]=1[N:12]1[C:16]([CH3:17])=[CH:15][C:14]([C:18]2[CH:23]=[CH:22][C:21]([C:24]([F:27])([F:26])[F:25])=[CH:20][CH:19]=2)=[N:13]1. (3) Given the reactants [OH-].[Ca+2:2].[OH-].[CH3:4][CH2:5][C:6]([C:9]([O:11][C@@H:12]1[C@@H:17]2[C@@H:18]([CH2:23][CH2:24][C@H:25]3[O:31][C:29](=[O:30])[CH2:28][C@H:27]([OH:32])[CH2:26]3)[C@@H:19]([CH3:22])[CH:20]=[CH:21][C:16]2=[CH:15][C@H:14]([CH3:33])[CH2:13]1)=[O:10])([CH3:8])[CH3:7], predict the reaction product. The product is: [CH3:4][CH2:5][C:6]([C:9]([O:11][C@@H:12]1[C@@H:17]2[C@@H:18]([CH2:23][CH2:24][C@H:25]3[O:31][C:29](=[O:30])[CH2:28][C@H:27]([OH:32])[CH2:26]3)[C@@H:19]([CH3:22])[CH:20]=[CH:21][C:16]2=[CH:15][C@H:14]([CH3:33])[CH2:13]1)=[O:10])([CH3:8])[CH3:7].[Ca:2]. (4) Given the reactants Cl[C:2]1[N:10]=[C:9](Cl)[CH:8]=[CH:7][C:3]=1[C:4]([NH2:6])=[O:5].[F:12][C:13]1[CH:19]=[CH:18][C:16]([NH2:17])=[CH:15][C:14]=1[CH3:20].C(O[C:26](=[O:33])[NH:27][C@H:28]1[CH2:32][CH2:31][NH:30][CH2:29]1)(C)(C)C.[C:34](O)(=O)[CH:35]=C, predict the reaction product. The product is: [C:26]([NH:27][C@H:28]1[CH2:32][CH2:31][N:30]([C:9]2[CH:8]=[CH:7][C:3]([C:4]([NH2:6])=[O:5])=[C:2]([NH:17][C:16]3[CH:18]=[CH:19][C:13]([F:12])=[C:14]([CH3:20])[CH:15]=3)[N:10]=2)[CH2:29]1)(=[O:33])[CH:34]=[CH2:35]. (5) Given the reactants [Br:1][C:2]1[CH:3]=[CH:4][C:5]([OH:8])=[N:6][CH:7]=1.[CH3:9][S:10]([CH:13]=[CH2:14])(=[O:12])=[O:11], predict the reaction product. The product is: [Br:1][C:2]1[CH:3]=[CH:4][C:5](=[O:8])[N:6]([CH2:14][CH2:13][S:10]([CH3:9])(=[O:12])=[O:11])[CH:7]=1. (6) The product is: [CH3:14][N:9]1[C:10]([C:11](=[O:13])[NH:31][CH2:30][CH2:29][C:19]2[N:18]([CH3:17])[CH:22]=[C:21]([C:23]3[CH:28]=[CH:27][CH:26]=[CH:25][CH:24]=3)[N:20]=2)=[C:6]([C:4]([O:3][CH2:1][CH3:2])=[O:5])[CH:7]=[N:8]1. Given the reactants [CH2:1]([O:3][C:4]([C:6]1[CH:7]=[N:8][N:9]([CH3:14])[C:10]=1[C:11]([OH:13])=O)=[O:5])[CH3:2].Cl.Cl.[CH3:17][N:18]1[CH:22]=[C:21]([C:23]2[CH:28]=[CH:27][CH:26]=[CH:25][CH:24]=2)[N:20]=[C:19]1[CH2:29][CH2:30][NH2:31], predict the reaction product.